This data is from Full USPTO retrosynthesis dataset with 1.9M reactions from patents (1976-2016). The task is: Predict the reactants needed to synthesize the given product. (1) Given the product [CH:20]1([CH:16]([N:5]2[C:4]3[N:3]=[C:2]([C:27]4[CH:28]=[N:29][NH:30][C:26]=4[C:22]4[S:21][CH:25]=[CH:24][N:23]=4)[N:11]=[CH:10][C:9]=3[N:8]([CH3:12])[C:7](=[O:13])[C@H:6]2[CH2:14][CH3:15])[CH3:17])[CH2:19][CH2:18]1, predict the reactants needed to synthesize it. The reactants are: Cl[C:2]1[N:11]=[CH:10][C:9]2[N:8]([CH3:12])[C:7](=[O:13])[C@@H:6]([CH2:14][CH3:15])[N:5]([CH:16]3[CH2:20][CH2:19][CH2:18][CH2:17]3)[C:4]=2[N:3]=1.[S:21]1[CH:25]=[CH:24][N:23]=[C:22]1[C:26]1[N:30](COCC[Si](C)(C)C)[N:29]=[CH:28][C:27]=1B(O)O. (2) Given the product [CH3:3][C:4]1[CH:5]=[C:6]([C@H:11]2[O:16][C:15](=[O:17])[N:14]([CH2:19][C:20]3[CH:25]=[C:24]([C:26]([F:27])([F:28])[F:29])[CH:23]=[CH:22][C:21]=3[C:30]3[CH:35]=[C:34]([CH:36]([CH3:38])[CH3:37])[C:33]([F:39])=[CH:32][C:31]=3[O:40][CH3:41])[CH2:13][CH2:12]2)[CH:7]=[C:8]([CH3:10])[CH:9]=1, predict the reactants needed to synthesize it. The reactants are: [H-].[Na+].[CH3:3][C:4]1[CH:5]=[C:6]([C@H:11]2[O:16][C:15](=[O:17])[NH:14][CH2:13][CH2:12]2)[CH:7]=[C:8]([CH3:10])[CH:9]=1.Br[CH2:19][C:20]1[CH:25]=[C:24]([C:26]([F:29])([F:28])[F:27])[CH:23]=[CH:22][C:21]=1[C:30]1[CH:35]=[C:34]([CH:36]([CH3:38])[CH3:37])[C:33]([F:39])=[CH:32][C:31]=1[O:40][CH3:41]. (3) Given the product [OH:1][CH2:2][CH2:3][CH2:4][C@@:5]1([C:29]2[CH:34]=[CH:33][CH:32]=[CH:31][CH:30]=2)[O:10][C:9](=[O:11])[N:8]([C@H:12]([C:14]2[CH:15]=[CH:16][C:17]([C:36]3[CH:41]=[C:40]([CH3:42])[N+:39]([O-:43])=[C:38]([CH3:44])[CH:37]=3)=[CH:18][CH:19]=2)[CH3:13])[CH2:7][CH2:6]1, predict the reactants needed to synthesize it. The reactants are: [OH:1][CH2:2][CH2:3][CH2:4][C@@:5]1([C:29]2[CH:34]=[CH:33][CH:32]=[CH:31][CH:30]=2)[O:10][C:9](=[O:11])[N:8]([C@H:12]([C:14]2[CH:19]=[CH:18][C:17](B3OC(C)(C)C(C)(C)O3)=[CH:16][CH:15]=2)[CH3:13])[CH2:7][CH2:6]1.Br[C:36]1[CH:41]=[C:40]([CH3:42])[N+:39]([O-:43])=[C:38]([CH3:44])[CH:37]=1. (4) Given the product [C:1]([C:5]1[N:10]=[C:9]([N:11]2[CH2:16][CH2:15][N:14]([CH2:17][CH2:18][CH2:19][CH2:20][NH:21][C:31]([N:41]3[CH2:42][CH2:43][N:38]([C:44]4[C:53]5[C:48](=[CH:49][CH:50]=[CH:51][CH:52]=5)[N:47]=[CH:46][CH:45]=4)[CH2:39][CH2:40]3)=[O:32])[CH2:13][CH2:12]2)[CH:8]=[C:7]([C:22]([F:24])([F:25])[F:23])[N:6]=1)([CH3:4])([CH3:2])[CH3:3], predict the reactants needed to synthesize it. The reactants are: [C:1]([C:5]1[N:10]=[C:9]([N:11]2[CH2:16][CH2:15][N:14]([CH2:17][CH2:18][CH2:19][CH2:20][NH2:21])[CH2:13][CH2:12]2)[CH:8]=[C:7]([C:22]([F:25])([F:24])[F:23])[N:6]=1)([CH3:4])([CH3:3])[CH3:2].C1N=CN([C:31](N2C=NC=C2)=[O:32])C=1.[N:38]1([C:44]2[C:53]3[C:48](=[CH:49][CH:50]=[CH:51][CH:52]=3)[N:47]=[CH:46][CH:45]=2)[CH2:43][CH2:42][NH:41][CH2:40][CH2:39]1. (5) Given the product [CH3:23][O:22][C:19]([CH:16]1[CH2:17][CH2:18][N:13]([CH2:12][C:7]2[N:8]([CH3:11])[C:9]3[C:5]([N:6]=2)=[C:4]([N:24]2[CH2:25][CH2:26][O:27][CH2:28][CH2:29]2)[N:3]=[C:2]([NH:36][C:31]2[C:30]([NH2:37])=[CH:35][CH:34]=[CH:33][CH:32]=2)[N:10]=3)[CH2:14][CH2:15]1)([CH3:21])[CH3:20], predict the reactants needed to synthesize it. The reactants are: Cl[C:2]1[N:10]=[C:9]2[C:5]([N:6]=[C:7]([CH2:12][N:13]3[CH2:18][CH2:17][CH:16]([C:19]([O:22][CH3:23])([CH3:21])[CH3:20])[CH2:15][CH2:14]3)[N:8]2[CH3:11])=[C:4]([N:24]2[CH2:29][CH2:28][O:27][CH2:26][CH2:25]2)[N:3]=1.[C:30]1([NH2:37])[C:31]([NH2:36])=[CH:32][CH:33]=[CH:34][CH:35]=1.CC(C)([O-])C.[Na+]. (6) Given the product [Cl:22][C:17]1[CH:16]=[CH:15][C:14]([CH:11]2[CH2:12][CH2:13][NH:8][CH2:9][CH2:10]2)=[CH:21][C:18]=1[C:19]#[N:20], predict the reactants needed to synthesize it. The reactants are: C([N:8]1[CH2:13][CH2:12][CH:11]([C:14]2[CH:15]=[CH:16][C:17]([Cl:22])=[C:18]([CH:21]=2)[C:19]#[N:20])[CH2:10][CH2:9]1)C1C=CC=CC=1.ClC(OC(Cl)=O)C. (7) Given the product [Cl:1][C:2]1[N:3]=[C:4]([N:13]2[CH2:18][CH2:17][O:16][CH2:15][CH2:14]2)[C:5]2[S:10][C:9]([CH2:11][NH:23][CH2:22][CH2:21][O:20][CH3:19])=[CH:8][C:6]=2[N:7]=1, predict the reactants needed to synthesize it. The reactants are: [Cl:1][C:2]1[N:3]=[C:4]([N:13]2[CH2:18][CH2:17][O:16][CH2:15][CH2:14]2)[C:5]2[S:10][C:9]([CH:11]=O)=[CH:8][C:6]=2[N:7]=1.[CH3:19][O:20][CH2:21][CH2:22][NH2:23].